Dataset: Forward reaction prediction with 1.9M reactions from USPTO patents (1976-2016). Task: Predict the product of the given reaction. (1) Given the reactants C(N)C1C=CC=CC=1.C(I)CCCC.[CH2:15]([NH:22][CH2:23][CH2:24][CH2:25][CH2:26][CH3:27])[C:16]1[CH:21]=[CH:20][CH:19]=[CH:18][CH:17]=1.Cl[C:29]([O:31][CH3:32])=[O:30], predict the reaction product. The product is: [CH2:15]([N:22]([CH2:23][CH2:24][CH2:25][CH2:26][CH3:27])[C:29](=[O:30])[O:31][CH3:32])[C:16]1[CH:21]=[CH:20][CH:19]=[CH:18][CH:17]=1. (2) Given the reactants [O:1]1[CH2:4][CH:3]([CH2:5][OH:6])[CH2:2]1.[CH3:7][S:8](Cl)(=[O:10])=[O:9], predict the reaction product. The product is: [CH3:7][S:8]([O:6][CH2:5][CH:3]1[CH2:4][O:1][CH2:2]1)(=[O:10])=[O:9].